This data is from Full USPTO retrosynthesis dataset with 1.9M reactions from patents (1976-2016). The task is: Predict the reactants needed to synthesize the given product. Given the product [Cl:15][C:3]1[C:4](=[O:5])[N:6]([C:9]2[CH:14]=[CH:13][CH:12]=[CH:11][CH:10]=2)[N:7]([CH3:8])[C:2]=1[CH3:1], predict the reactants needed to synthesize it. The reactants are: [CH3:1][C:2]1[N:7]([CH3:8])[N:6]([C:9]2[CH:10]=[CH:11][CH:12]=[CH:13][CH:14]=2)[C:4](=[O:5])[CH:3]=1.[Cl:15]N1C(=O)CCC1=O.C(OCC)(=O)C.